From a dataset of Full USPTO retrosynthesis dataset with 1.9M reactions from patents (1976-2016). Predict the reactants needed to synthesize the given product. Given the product [CH2:29]([N:4]([CH2:1][CH2:2][CH3:3])[CH2:5][CH2:6][CH2:7][CH2:8][N:9]([CH2:14][C:15]1[CH:16]=[CH:17][C:18]([CH2:21][N:22]([CH2:23][C:24]2[NH:28][CH:27]=[CH:26][N:25]=2)[CH:40]2[C:41]3[N:32]=[CH:33][CH:34]=[CH:35][C:36]=3[CH2:37][CH2:38][CH2:39]2)=[CH:19][CH:20]=1)[S:10]([CH3:13])(=[O:11])=[O:12])[CH2:30][CH3:31], predict the reactants needed to synthesize it. The reactants are: [CH2:1]([N:4]([CH2:29][CH2:30][CH3:31])[CH2:5][CH2:6][CH2:7][CH2:8][N:9]([CH2:14][C:15]1[CH:20]=[CH:19][C:18]([CH2:21][NH:22][CH2:23][C:24]2[NH:25][CH:26]=[CH:27][N:28]=2)=[CH:17][CH:16]=1)[S:10]([CH3:13])(=[O:12])=[O:11])[CH2:2][CH3:3].[N:32]1[C:41]2[C:40](=O)[CH2:39][CH2:38][CH2:37][C:36]=2[CH:35]=[CH:34][CH:33]=1.C([BH3-])#N.[Na+].C(O)(=O)C.